From a dataset of Full USPTO retrosynthesis dataset with 1.9M reactions from patents (1976-2016). Predict the reactants needed to synthesize the given product. (1) Given the product [C:38]([OH:41])(=[O:40])[CH3:39].[C:96]([OH:98])(=[O:97])[CH3:95].[F:37][C:9]1[CH:10]=[C:11]([C:14]2[C:22]3[C:21]([NH2:59])=[N:20][CH:19]=[N:18][C:17]=3[N:16]([C@H:24]3[CH2:29][CH2:28][C@H:27]([N:30]4[CH2:35][CH2:34][N:33]([CH3:36])[CH2:32][CH2:31]4)[CH2:26][CH2:25]3)[CH:15]=2)[CH:12]=[CH:13][C:8]=1[O:7][C:1]1[CH:6]=[CH:5][CH:4]=[CH:3][CH:2]=1, predict the reactants needed to synthesize it. The reactants are: [C:1]1([O:7][C:8]2[CH:13]=[CH:12][C:11]([C:14]3[C:22]4[C:21](Cl)=[N:20][CH:19]=[N:18][C:17]=4[N:16]([C@H:24]4[CH2:29][CH2:28][C@H:27]([N:30]5[CH2:35][CH2:34][N:33]([CH3:36])[CH2:32][CH2:31]5)[CH2:26][CH2:25]4)[CH:15]=3)=[CH:10][C:9]=2[F:37])[CH:6]=[CH:5][CH:4]=[CH:3][CH:2]=1.[C:38]([OH:41])(=[O:40])[CH3:39].COC1C=C(C2C3C(N)=NC=NC=3[N:59]([C@H]3CC[C@H](N4CCN(C)CC4)CC3)C=2)C=CC=1OC1C=CC=CC=1.CO[C@@H]1[C@@H:95]([C:96]([O:98]C)=[O:97])[C@@H]2[C@@H](CN3[C@H](C2)C2NC4C=C(OC)C=CC=4C=2CC3)C[C@H]1[O:98][C:96]([C:95]1C=C(OC)C(OC)=C(OC)C=1)=[O:97]. (2) Given the product [C:2]1([NH:1][C:8]2[CH:9]=[C:10]3[C:15](=[CH:16][CH:17]=2)[NH:14][CH2:13][CH2:12][CH2:11]3)[CH:3]=[CH:4][CH:5]=[CH:6][CH:7]=1, predict the reactants needed to synthesize it. The reactants are: [NH:1]([C:8]1[CH:9]=[C:10]2[C:15](=[CH:16][CH:17]=1)[N:14]=[CH:13][CH:12]=[CH:11]2)[C:2]1[CH:7]=[CH:6][CH:5]=[CH:4][CH:3]=1.